This data is from Forward reaction prediction with 1.9M reactions from USPTO patents (1976-2016). The task is: Predict the product of the given reaction. Given the reactants [Br:1][C:2]1[CH:3]=[C:4]([CH:8]=[CH:9][C:10]=1[O:11][C:12]1[CH:17]=[CH:16][C:15]([Cl:18])=[CH:14][CH:13]=1)[C:5](O)=[O:6].[CH3:19][S:20]([NH2:23])(=[O:22])=[O:21].CCN=C=NCCCN(C)C, predict the reaction product. The product is: [Br:1][C:2]1[CH:3]=[C:4]([CH:8]=[CH:9][C:10]=1[O:11][C:12]1[CH:17]=[CH:16][C:15]([Cl:18])=[CH:14][CH:13]=1)[C:5]([NH:23][S:20]([CH3:19])(=[O:22])=[O:21])=[O:6].